This data is from Catalyst prediction with 721,799 reactions and 888 catalyst types from USPTO. The task is: Predict which catalyst facilitates the given reaction. Reactant: [OH-].[Na+].C([C:5](CC)([C:9]([C:11]([O-:13])=[O:12])=O)[C:6]([O-])=[O:7])C.[Na+].[Na+].C(O)(=O)C.[CH:22]([NH2:24])=[NH:23].Cl. Product: [O:7]=[C:6]1[NH:24][CH:22]=[N:23][C:9]([C:11]([OH:13])=[O:12])=[CH:5]1. The catalyst class is: 6.